From a dataset of Reaction yield outcomes from USPTO patents with 853,638 reactions. Predict the reaction yield, written as a fraction of the theoretical maximum amount of product (1.0 means a 100% yield; for example, 0.34 means a 34% yield). (1) The reactants are [CH3:1][C:2]1[CH:10]=[CH:9][CH:8]=[C:7]2[C:3]=1[C:4]([CH2:11][CH2:12][OH:13])=[CH:5][NH:6]2.[B-][N+](C)(C)C.Cl. The catalyst is O1CCOCC1. The product is [CH3:1][C:2]1[CH:10]=[CH:9][CH:8]=[C:7]2[C:3]=1[CH:4]([CH2:11][CH2:12][OH:13])[CH2:5][NH:6]2. The yield is 0.860. (2) The reactants are [Cl:1][C:2]1[CH:3]=[N:4][CH:5]=[C:6]([C:8]#[C:9][Si](C)(C)C)[CH:7]=1.C(=O)([O-])[O-].[K+].[K+]. The catalyst is CO. The product is [Cl:1][C:2]1[CH:3]=[N:4][CH:5]=[C:6]([C:8]#[CH:9])[CH:7]=1. The yield is 0.900.